From a dataset of Catalyst prediction with 721,799 reactions and 888 catalyst types from USPTO. Predict which catalyst facilitates the given reaction. The catalyst class is: 749. Reactant: [C:1]([O:4][CH2:5][C@@H:6]1[C@@H:11]([O:12][C:13](=[O:15])[CH3:14])[C@H:10]([O:16][C@@H:17]2[C@@H:22]([O:23][C:24](=[O:26])[CH3:25])[C@@H:21]([O:27][C:28](=[O:30])[CH3:29])[C@H:20]([O:31][C:32](=[O:34])[CH3:33])[C@@H:19]([CH2:35][O:36][C:37](=[O:39])[CH3:38])[O:18]2)[C@H:9]([OH:40])[C@@H:8]([C:41]2[CH:46]=[CH:45][C:44]([O:47][CH3:48])=[C:43]([OH:49])[CH:42]=2)[O:7]1)(=[O:3])[CH3:2].[CH3:50][CH:51]([CH3:64])[C:52]([NH:54][C:55]1[CH:60]=[CH:59][C:58](B(O)O)=[CH:57][CH:56]=1)=[O:53].N1C(C)=CC=CC=1C. Product: [C:1]([O:4][CH2:5][C@@H:6]1[C@@H:11]([O:12][C:13](=[O:15])[CH3:14])[C@H:10]([O:16][C@@H:17]2[C@@H:22]([O:23][C:24](=[O:26])[CH3:25])[C@@H:21]([O:27][C:28](=[O:30])[CH3:29])[C@H:20]([O:31][C:32](=[O:34])[CH3:33])[C@@H:19]([CH2:35][O:36][C:37](=[O:39])[CH3:38])[O:18]2)[C@H:9]([OH:40])[C@@H:8]([C:41]2[CH:46]=[CH:45][C:44]([O:47][CH3:48])=[C:43]([O:49][C:58]3[CH:59]=[CH:60][C:55]([NH:54][C:52](=[O:53])[CH:51]([CH3:50])[CH3:64])=[CH:56][CH:57]=3)[CH:42]=2)[O:7]1)(=[O:3])[CH3:2].